Dataset: Full USPTO retrosynthesis dataset with 1.9M reactions from patents (1976-2016). Task: Predict the reactants needed to synthesize the given product. Given the product [C:22]([O:26][C:27]([C:29]1[CH:34]=[CH:33][C:32]([C:2]2[CH:20]=[CH:19][C:5]([CH2:6][CH:7]3[CH2:11][CH2:10][N:9]([CH:12]4[CH2:17][CH2:16][CH2:15][CH2:14][CH2:13]4)[C:8]3=[O:18])=[C:4]([Cl:21])[CH:3]=2)=[CH:31][CH:30]=1)=[O:28])([CH3:25])([CH3:23])[CH3:24], predict the reactants needed to synthesize it. The reactants are: Br[C:2]1[CH:20]=[CH:19][C:5]([CH2:6][CH:7]2[CH2:11][CH2:10][N:9]([CH:12]3[CH2:17][CH2:16][CH2:15][CH2:14][CH2:13]3)[C:8]2=[O:18])=[C:4]([Cl:21])[CH:3]=1.[C:22]([O:26][C:27]([C:29]1[CH:34]=[CH:33][C:32](B(O)O)=[CH:31][CH:30]=1)=[O:28])([CH3:25])([CH3:24])[CH3:23].